Predict the product of the given reaction. From a dataset of Forward reaction prediction with 1.9M reactions from USPTO patents (1976-2016). (1) The product is: [CH2:1]([O:3][C:4](=[O:22])[CH:5]=[CH:6][C:7]1[CH:12]=[CH:11][CH:10]=[C:9]([NH:13][C:14]([C:16]2[O:17][C:18]([C:28]3[CH:27]=[CH:26][C:25]([C:33]4[CH:34]=[CH:35][CH:36]=[CH:37][CH:38]=4)=[C:24]([F:23])[CH:29]=3)=[CH:19][CH:20]=2)=[O:15])[CH:8]=1)[CH3:2]. Given the reactants [CH2:1]([O:3][C:4](=[O:22])[CH:5]=[CH:6][C:7]1[CH:12]=[CH:11][CH:10]=[C:9]([NH:13][C:14]([C:16]2[O:17][C:18](Br)=[CH:19][CH:20]=2)=[O:15])[CH:8]=1)[CH3:2].[F:23][C:24]1[CH:29]=[C:28](B(O)O)[CH:27]=[CH:26][C:25]=1[C:33]1[CH:38]=[CH:37][CH:36]=[CH:35][CH:34]=1, predict the reaction product. (2) Given the reactants Br[C:2]1[CH:3]=[N:4][N:5]([S:9]([N:12]([CH3:14])[CH3:13])(=[O:11])=[O:10])[C:6]=1[CH2:7][CH3:8].[CH3:15][C:16]1([CH3:32])[C:20]([CH3:22])([CH3:21])[O:19][B:18]([B:18]2[O:19][C:20]([CH3:22])([CH3:21])[C:16]([CH3:32])([CH3:15])[O:17]2)[O:17]1.C([O-])(=O)C.[K+], predict the reaction product. The product is: [CH2:7]([C:6]1[N:5]([S:9]([N:12]([CH3:14])[CH3:13])(=[O:11])=[O:10])[N:4]=[CH:3][C:2]=1[B:18]1[O:19][C:20]([CH3:22])([CH3:21])[C:16]([CH3:32])([CH3:15])[O:17]1)[CH3:8]. (3) The product is: [CH:17]1([NH:16][C:9]2[CH:8]=[C:7]3[C:12]([C:13](=[O:14])[C:4]([CH2:3][NH:2][CH:29]([CH3:39])[CH2:30][P:31](=[O:38])([O:35][CH2:36][CH3:37])[O:32][CH2:33][CH3:34])=[CH:5][N:6]3[CH:23]([CH2:26][CH3:27])[CH2:24][CH3:25])=[CH:11][C:10]=2[F:15])[CH2:18][CH2:19][CH2:20][CH2:21][CH2:22]1. Given the reactants Cl.[NH2:2][CH2:3][C:4]1[C:13](=[O:14])[C:12]2[C:7](=[CH:8][C:9]([NH:16][CH:17]3[CH2:22][CH2:21][CH2:20][CH2:19][CH2:18]3)=[C:10]([F:15])[CH:11]=2)[N:6]([CH:23]([CH2:26][CH3:27])[CH2:24][CH3:25])[CH:5]=1.O=[C:29]([CH3:39])[CH2:30][P:31](=[O:38])([O:35][CH2:36][CH3:37])[O:32][CH2:33][CH3:34].C(O[BH-](OC(=O)C)OC(=O)C)(=O)C.[Na+].C(N(CC)CC)C, predict the reaction product. (4) Given the reactants C(C1C=C2C(=C(F)C=1)C(=O)N(CC1C=CC(C3C=CN=C4NC(C5C=NN(C)C=5)=NC=34)=CC=1F)N=C2)(C)(C)C.Br[C:41]1[CH:60]=[CH:59][C:44]([CH2:45][NH:46][C:47](=[O:58])[C:48]2[CH:53]=[CH:52][C:51]([C:54]([CH3:57])([CH3:56])[CH3:55])=[CH:50][CH:49]=2)=[C:43]([CH3:61])[CH:42]=1.[B:62]1(B2OC(C)(C)C(C)(C)O2)[O:66][C:65]([CH3:68])([CH3:67])[C:64]([CH3:70])([CH3:69])[O:63]1.C1(P(C2CCCCC2)C2C=CC=CC=2C2C(C(C)C)=CC(C(C)C)=CC=2C(C)C)CCCCC1.C([O-])(=O)C.[K+].O1CCOCC1, predict the reaction product. The product is: [C:54]([C:51]1[CH:52]=[CH:53][C:48]([C:47]([NH:46][CH2:45][C:44]2[CH:59]=[CH:60][C:41]([B:62]3[O:66][C:65]([CH3:68])([CH3:67])[C:64]([CH3:70])([CH3:69])[O:63]3)=[CH:42][C:43]=2[CH3:61])=[O:58])=[CH:49][CH:50]=1)([CH3:57])([CH3:56])[CH3:55]. (5) Given the reactants [F:1][C:2]1[CH:7]=[CH:6][C:5]([C:8]([C:10]2[CH:15]=[CH:14][C:13]([F:16])=[CH:12][CH:11]=2)=O)=[CH:4][CH:3]=1.[Br:17][C:18]1[CH:23]=[CH:22][C:21]([C:24](=O)[CH2:25][CH3:26])=[CH:20][CH:19]=1, predict the reaction product. The product is: [Br:17][C:18]1[CH:23]=[CH:22][C:21]([C:24]([CH2:25][CH3:26])=[C:8]([C:10]2[CH:15]=[CH:14][C:13]([F:16])=[CH:12][CH:11]=2)[C:5]2[CH:6]=[CH:7][C:2]([F:1])=[CH:3][CH:4]=2)=[CH:20][CH:19]=1. (6) Given the reactants [C:1](=[O:18])([O:7][C:8]1[CH:13]=[C:12](OC)[CH:11]=[CH:10][C:9]=1[CH:16]=[O:17])[O:2][C:3]([CH3:6])([CH3:5])[CH3:4].[OH:19][C:20]1C(OC)=CC=CC=1C=O.C(OC(OC(OC(C)(C)C)=O)=O)(C)(C)C, predict the reaction product. The product is: [C:1](=[O:18])([O:7][C:8]1[C:13]([O:19][CH3:20])=[CH:12][CH:11]=[CH:10][C:9]=1[CH:16]=[O:17])[O:2][C:3]([CH3:4])([CH3:5])[CH3:6]. (7) Given the reactants [CH3:1]N(C)C=O.C(N(CC)[CH:10]([CH3:12])[CH3:11])(C)C.Cl.N1(C(N)=N)C=CC=N1.C([N:28]([C:32](=[NH:38])[N:33]1[CH:37]=[CH:36][CH:35]=[N:34]1)[C:29](=[O:31])[OH:30])(C)(C)C.[C:39](O[C:39]([O:41][C:42]([CH3:45])([CH3:44])[CH3:43])=[O:40])([O:41][C:42]([CH3:45])([CH3:44])[CH3:43])=[O:40], predict the reaction product. The product is: [C:42]([O:41][C:39](=[O:40])[NH:38][C:32](=[N:28][C:29]([O:30][C:10]([CH3:11])([CH3:12])[CH3:1])=[O:31])[N:33]1[CH:37]=[CH:36][CH:35]=[N:34]1)([CH3:45])([CH3:44])[CH3:43]. (8) Given the reactants COC[O:4][C:5]1[CH:15]=[CH:14][C:8]([O:9][CH2:10][C@@H:11]2[CH2:13][O:12]2)=[CH:7][CH:6]=1.[C:16]1([C:22]2[C:30]3[C:29]([N:31]4[CH2:36][CH2:35][CH:34]([NH2:37])[CH2:33][CH2:32]4)=[N:28][CH:27]=[N:26][C:25]=3[S:24][CH:23]=2)[CH:21]=[CH:20][CH:19]=[CH:18][CH:17]=1, predict the reaction product. The product is: [OH:12][C@@H:11]([CH2:13][NH:37][CH:34]1[CH2:35][CH2:36][N:31]([C:29]2[C:30]3[C:22]([C:16]4[CH:21]=[CH:20][CH:19]=[CH:18][CH:17]=4)=[CH:23][S:24][C:25]=3[N:26]=[CH:27][N:28]=2)[CH2:32][CH2:33]1)[CH2:10][O:9][C:8]1[CH:7]=[CH:6][C:5]([OH:4])=[CH:15][CH:14]=1. (9) Given the reactants [F:1][C:2]1[CH:7]=[CH:6][C:5]([F:8])=[CH:4][C:3]=1[N+:9]([O-])=O.[CH:12]([Mg]Br)=[CH2:13].[NH4+].[Cl-], predict the reaction product. The product is: [F:8][C:5]1[CH:6]=[CH:7][C:2]([F:1])=[C:3]2[C:4]=1[CH:12]=[CH:13][NH:9]2.